From a dataset of Rat liver microsome stability data. Regression/Classification. Given a drug SMILES string, predict its absorption, distribution, metabolism, or excretion properties. Task type varies by dataset: regression for continuous measurements (e.g., permeability, clearance, half-life) or binary classification for categorical outcomes (e.g., BBB penetration, CYP inhibition). Dataset: rlm. The molecule is NC(=O)C1CCN(c2nc(-c3cccc(C(F)(F)F)c3)cs2)CC1. The result is 1 (stable in rat liver microsomes).